Predict the reactants needed to synthesize the given product. From a dataset of Full USPTO retrosynthesis dataset with 1.9M reactions from patents (1976-2016). (1) Given the product [N:13]1([CH2:19][CH2:20][N:21]2[CH2:22][CH2:23][N:24]([C:2]3[NH:3][C:4](=[O:12])[C:5]4[C:10]([CH:11]=3)=[CH:9][CH:8]=[CH:7][CH:6]=4)[CH2:25][CH2:26]2)[CH2:14][CH2:15][CH2:16][CH2:17][CH2:18]1, predict the reactants needed to synthesize it. The reactants are: Cl[C:2]1[NH:3][C:4](=[O:12])[C:5]2[C:10]([CH:11]=1)=[CH:9][CH:8]=[CH:7][CH:6]=2.[N:13]1([CH2:19][CH2:20][N:21]2[CH2:26][CH2:25][NH:24][CH2:23][CH2:22]2)[CH2:18][CH2:17][CH2:16][CH2:15][CH2:14]1. (2) The reactants are: Cl.[CH3:2][NH2:3].[Cl:4][C:5]1[CH:10]=[CH:9][C:8]([NH:11][C:12]2[C:17]([F:18])=[CH:16][N:15]=[C:14]([NH:19][C:20]3[CH:21]=[CH:22][C:23]4[O:27][CH:26]([C:28]([O:30]C)=O)[CH2:25][C:24]=4[CH:32]=3)[N:13]=2)=[CH:7][CH:6]=1. Given the product [Cl:4][C:5]1[CH:6]=[CH:7][C:8]([NH:11][C:12]2[C:17]([F:18])=[CH:16][N:15]=[C:14]([NH:19][C:20]3[CH:21]=[CH:22][C:23]4[O:27][CH:26]([C:28]([NH:3][CH3:2])=[O:30])[CH2:25][C:24]=4[CH:32]=3)[N:13]=2)=[CH:9][CH:10]=1, predict the reactants needed to synthesize it. (3) Given the product [CH:30]1([O:29][C:4]2[C:5]3[C:10]([C:11]4[CH:20]=[CH:19][C:14]5[N:15]=[C:16]([CH3:18])[O:17][C:13]=5[CH:12]=4)=[CH:9][N:8]([CH2:21][O:22][CH2:23][CH2:24][Si:25]([CH3:28])([CH3:27])[CH3:26])[C:6]=3[N:7]=[C:2]([NH:35][C:36]3[CH:41]=[CH:40][C:39]([C:42]([N@@:44]4[CH2:46][CH:45]4[CH3:47])=[O:43])=[CH:38][C:37]=3[O:48][CH3:49])[N:3]=2)[CH2:34][CH2:33][CH2:32][CH2:31]1, predict the reactants needed to synthesize it. The reactants are: Cl[C:2]1[N:3]=[C:4]([O:29][CH:30]2[CH2:34][CH2:33][CH2:32][CH2:31]2)[C:5]2[C:10]([C:11]3[CH:20]=[CH:19][C:14]4[N:15]=[C:16]([CH3:18])[O:17][C:13]=4[CH:12]=3)=[CH:9][N:8]([CH2:21][O:22][CH2:23][CH2:24][Si:25]([CH3:28])([CH3:27])[CH3:26])[C:6]=2[N:7]=1.[NH2:35][C:36]1[CH:41]=[CH:40][C:39]([C:42]([N@@:44]2[CH2:46][CH:45]2[CH3:47])=[O:43])=[CH:38][C:37]=1[O:48][CH3:49].C(=O)([O-])[O-].[Cs+].[Cs+].C1(P(C2C=CC=CC=2)C2C=CC3C(=CC=CC=3)C=2C2C3C(=CC=CC=3)C=CC=2P(C2C=CC=CC=2)C2C=CC=CC=2)C=CC=CC=1. (4) Given the product [CH2:1]([C:3]1[C:4]([O:12][CH3:13])=[CH:5][C:6]([O:10][CH3:11])=[C:7]([NH:9][C:15]2[CH:20]=[CH:19][C:18]([C:21]([F:24])([F:22])[F:23])=[CH:17][C:16]=2[N+:25]([O-:27])=[O:26])[CH:8]=1)[CH3:2], predict the reactants needed to synthesize it. The reactants are: [CH2:1]([C:3]1[C:4]([O:12][CH3:13])=[CH:5][C:6]([O:10][CH3:11])=[C:7]([NH2:9])[CH:8]=1)[CH3:2].F[C:15]1[CH:20]=[CH:19][C:18]([C:21]([F:24])([F:23])[F:22])=[CH:17][C:16]=1[N+:25]([O-:27])=[O:26].C(N(CC)CC)C.